This data is from Forward reaction prediction with 1.9M reactions from USPTO patents (1976-2016). The task is: Predict the product of the given reaction. (1) Given the reactants C1C(CC2C=CC(N=C=[O:16])=CC=2)=CC=C(N=C=O)C=1.[CH3:20][C:21]([NH:24][CH2:25][CH:26]([OH:36])[C:27]1[CH:32]=[CH:31][C:30]([OH:33])=[C:29]([CH2:34][OH:35])[CH:28]=1)([CH3:23])[CH3:22].[CH3:37][CH:38]([N+:40]1([CH3:60])[C@@H:44]2[CH2:45][C@@H:46]([O:48][C:49]([CH:51]([C:54]3[CH:55]=[CH:56][CH:57]=[CH:58][CH:59]=3)[CH2:52][OH:53])=[O:50])[CH2:47][C@H:41]1[CH2:42][CH2:43]2)[CH3:39].O.[Br-:62].C(F)(C(F)(F)F)C(F)(F)F, predict the reaction product. The product is: [CH3:23][C:21]([NH:24][CH2:25][CH:26]([OH:36])[C:27]1[CH:32]=[CH:31][C:30]([OH:33])=[C:29]([CH2:34][OH:35])[CH:28]=1)([CH3:20])[CH3:22].[CH3:39][CH:38]([N+:40]1([CH3:60])[C@@H:44]2[CH2:45][C@@H:46]([O:48][C:49]([CH:51]([C:54]3[CH:55]=[CH:56][CH:57]=[CH:58][CH:59]=3)[CH2:52][OH:53])=[O:50])[CH2:47][C@H:41]1[CH2:42][CH2:43]2)[CH3:37].[OH2:16].[Br-:62]. (2) Given the reactants F[C:2]1[CH:9]=[CH:8][C:5]([CH:6]=[O:7])=[CH:4][CH:3]=1.[CH3:10][O:11][C:12]1[CH:13]=[C:14]([OH:18])[CH:15]=[CH:16][CH:17]=1.C(=O)([O-])[O-].[Cs+].[Cs+], predict the reaction product. The product is: [CH3:10][O:11][C:12]1[CH:13]=[C:14]([CH:15]=[CH:16][CH:17]=1)[O:18][C:2]1[CH:9]=[CH:8][C:5]([CH:6]=[O:7])=[CH:4][CH:3]=1. (3) Given the reactants [NH2:1][C:2]12[CH2:9][CH2:8][C:5]([C:10]([O:12][CH2:13][CH3:14])=[O:11])([CH2:6][CH2:7]1)[C:4](=[O:15])[CH2:3]2.[BH4-].[Na+], predict the reaction product. The product is: [NH2:1][C:2]12[CH2:7][CH2:6][C:5]([C:10]([O:12][CH2:13][CH3:14])=[O:11])([CH2:8][CH2:9]1)[CH:4]([OH:15])[CH2:3]2. (4) Given the reactants [OH-].[Na+].[Cl:3][C:4]1[CH:9]=[C:8]([S:10]([CH2:13][C:14]([O:16]C)=[O:15])(=[O:12])=[O:11])[CH:7]=[CH:6][C:5]=1[NH:18][C:19](=[O:27])[C@:20]([OH:26])([CH3:25])[C:21]([F:24])([F:23])[F:22].Cl, predict the reaction product. The product is: [Cl:3][C:4]1[CH:9]=[C:8]([S:10]([CH2:13][C:14]([OH:16])=[O:15])(=[O:12])=[O:11])[CH:7]=[CH:6][C:5]=1[NH:18][C:19](=[O:27])[C@:20]([OH:26])([CH3:25])[C:21]([F:24])([F:23])[F:22]. (5) Given the reactants [CH:1]1([N:4]2[C:13]3[C:8](=[CH:9][C:10]([F:16])=[C:11](F)[C:12]=3[CH3:14])[C:7](=[O:17])[NH:6][C:5]2=[O:18])[CH2:3][CH2:2]1.[C:19]([O:23][C:24](=[O:34])[NH:25][CH:26]1[CH:33]2[CH:29]([CH2:30][NH:31][CH2:32]2)[O:28][CH2:27]1)([CH3:22])([CH3:21])[CH3:20].C(N(CC)CC)C, predict the reaction product. The product is: [C:19]([O:23][C:24](=[O:34])[NH:25][CH:26]1[CH:33]2[CH:29]([CH2:30][N:31]([C:11]3[C:12]([CH3:14])=[C:13]4[C:8]([C:7](=[O:17])[NH:6][C:5](=[O:18])[N:4]4[CH:1]4[CH2:3][CH2:2]4)=[CH:9][C:10]=3[F:16])[CH2:32]2)[O:28][CH2:27]1)([CH3:22])([CH3:20])[CH3:21].